This data is from Reaction yield outcomes from USPTO patents with 853,638 reactions. The task is: Predict the reaction yield, written as a fraction of the theoretical maximum amount of product (1.0 means a 100% yield; for example, 0.34 means a 34% yield). (1) The reactants are [Br:1][C:2]1[CH:3]=[C:4]([CH3:11])[C:5](SC)=[C:6]([CH3:8])[CH:7]=1.O[O:13][S:14]([O-:16])=O.[K+].[CH3:18]O. No catalyst specified. The product is [Br:1][C:2]1[CH:7]=[C:6]([CH3:8])[C:5]([S:14]([CH3:18])(=[O:16])=[O:13])=[C:4]([CH3:11])[CH:3]=1. The yield is 0.500. (2) The reactants are [CH3:1][C:2]1([CH3:16])[CH2:8][CH2:7][CH2:6][NH:5][C:4]2[CH:9]=[C:10]([N+:13]([O-:15])=[O:14])[CH:11]=[CH:12][C:3]1=2.N1C=CC=CC=1.Cl[C:24]([O:26][C:27]1[CH:32]=[CH:31][C:30]([N+:33]([O-:35])=[O:34])=[CH:29][CH:28]=1)=[O:25]. The catalyst is CN(C)C1C=CN=CC=1.ClCCCl. The product is [N+:33]([C:30]1[CH:29]=[CH:28][C:27]([O:26][C:24]([N:5]2[CH2:6][CH2:7][CH2:8][C:2]([CH3:16])([CH3:1])[C:3]3[CH:12]=[CH:11][C:10]([N+:13]([O-:15])=[O:14])=[CH:9][C:4]2=3)=[O:25])=[CH:32][CH:31]=1)([O-:35])=[O:34]. The yield is 0.460. (3) The catalyst is O.C1COCC1. The product is [CH3:1][N:2]1[C:10]2[C:5](=[C:6]([CH3:11])[CH:7]=[CH:8][CH:9]=2)[C:4]([CH2:12][N:13]2[C:17]3[CH:18]=[CH:19][CH:20]=[CH:21][C:16]=3[N:15]([CH:22]([CH2:27][O:28][CH3:29])[CH2:23][C:24]([NH:52][S:49]([C:47]3[N:46]=[CH:45][N:44]([CH3:43])[CH:48]=3)(=[O:51])=[O:50])=[O:26])[C:14]2=[O:30])=[CH:3]1. The reactants are [CH3:1][N:2]1[C:10]2[C:5](=[C:6]([CH3:11])[CH:7]=[CH:8][CH:9]=2)[C:4]([CH2:12][N:13]2[C:17]3[CH:18]=[CH:19][CH:20]=[CH:21][C:16]=3[N:15]([CH:22]([CH2:27][O:28][CH3:29])[CH2:23][C:24]([OH:26])=O)[C:14]2=[O:30])=[CH:3]1.C1N=CN(C(N2C=NC=C2)=O)C=1.[CH3:43][N:44]1[CH:48]=[C:47]([S:49]([NH2:52])(=[O:51])=[O:50])[N:46]=[CH:45]1.C1CCN2C(=NCCC2)CC1.Cl. The yield is 0.410. (4) The reactants are [C:1]([O:9]CC)(=O)[CH2:2][C:3]([O:5][CH2:6][CH3:7])=[O:4].[H-].[Na+].[H][H].[F:16][C:17]1[CH:29]=[CH:28][C:20]2[N:21](C)[C:22](=O)[O:23][C:24](=O)[C:19]=2[CH:18]=1.Cl. The catalyst is CC(N(C)C)=O. The product is [CH2:6]([O:5][C:3]([C:2]1[C:1](=[O:9])[N:21]([CH3:22])[C:20]2[C:19]([C:24]=1[OH:23])=[CH:18][C:17]([F:16])=[CH:29][CH:28]=2)=[O:4])[CH3:7]. The yield is 0.530. (5) The reactants are O.NN.[C:4]([O:8][C:9]([N:11]1[CH2:16][CH2:15][N:14]([C:17]([CH2:26][N:27]2C(=O)C3C(=CC=CC=3)C2=O)([C:22]([O:24][CH3:25])=[O:23])[C:18]([O:20][CH3:21])=[O:19])[CH2:13][CH2:12]1)=[O:10])([CH3:7])([CH3:6])[CH3:5]. The catalyst is CO. The product is [NH2:27][CH2:26][C:17]([N:14]1[CH2:13][CH2:12][N:11]([C:9]([O:8][C:4]([CH3:7])([CH3:6])[CH3:5])=[O:10])[CH2:16][CH2:15]1)([C:18]([O:20][CH3:21])=[O:19])[C:22]([O:24][CH3:25])=[O:23]. The yield is 0.500. (6) The reactants are [NH2:1][C:2]1[N:6]([C:7]2[C:12]([Cl:13])=[CH:11][C:10]([Cl:14])=[CH:9][N:8]=2)[N:5]=[C:4]([CH:15]([CH3:17])[CH3:16])[C:3]=1[C:18]#[N:19].[OH-:20].[Na+]. The catalyst is OS(O)(=O)=O. The product is [NH2:1][C:2]1[N:6]([C:7]2[C:12]([Cl:13])=[CH:11][C:10]([Cl:14])=[CH:9][N:8]=2)[N:5]=[C:4]([CH:15]([CH3:17])[CH3:16])[C:3]=1[C:18]([NH2:19])=[O:20]. The yield is 0.820. (7) The reactants are [Br:1][C:2]1[CH:3]=[C:4]([OH:8])[CH:5]=[CH:6][CH:7]=1.[CH:9]1([CH2:15][CH2:16]C2C=CC=CC=2O)[CH2:14][CH2:13][CH2:12][CH2:11][CH2:10]1.C1(P(C2C=CC=CC=2)C2C=CC=CC=2)C=CC=CC=1.N(C(OCC)=O)=NC(OCC)=O.C1(C)C=CC=CC=1. The catalyst is O1CCCC1. The product is [Br:1][C:2]1[CH:7]=[CH:6][CH:5]=[C:4]([O:8][CH2:16][CH2:15][CH:9]2[CH2:14][CH2:13][CH2:12][CH2:11][CH2:10]2)[CH:3]=1. The yield is 0.940.